From a dataset of Peptide-MHC class II binding affinity with 134,281 pairs from IEDB. Regression. Given a peptide amino acid sequence and an MHC pseudo amino acid sequence, predict their binding affinity value. This is MHC class II binding data. (1) The peptide sequence is CGYKDVDKPPFDGMT. The MHC is HLA-DPA10103-DPB10401 with pseudo-sequence HLA-DPA10103-DPB10401. The binding affinity (normalized) is 0.242. (2) The peptide sequence is DFILATDIAEMGANL. The MHC is DRB1_1101 with pseudo-sequence DRB1_1101. The binding affinity (normalized) is 0.0237. (3) The peptide sequence is VDKIDAAFKIAATAA. The binding affinity (normalized) is 0.352. The MHC is DRB3_0202 with pseudo-sequence DRB3_0202. (4) The peptide sequence is LQGPFNFRFLTEKGMKNVFDDVVPEKYTIG. The MHC is DRB1_1201 with pseudo-sequence DRB1_1201. The binding affinity (normalized) is 0.495. (5) The peptide sequence is NWLDRCRHLLRKEEP. The MHC is DRB1_0101 with pseudo-sequence DRB1_0101. The binding affinity (normalized) is 0.0533. (6) The peptide sequence is EWEFVNTPPLVKLWY. The MHC is H-2-IAd with pseudo-sequence H-2-IAd. The binding affinity (normalized) is 0.515. (7) The peptide sequence is IKNETSIHEIKDFDP. The MHC is DRB1_0101 with pseudo-sequence DRB1_0101. The binding affinity (normalized) is 0.